Dataset: Forward reaction prediction with 1.9M reactions from USPTO patents (1976-2016). Task: Predict the product of the given reaction. (1) Given the reactants Cl[C:2]1[CH:7]=[C:6]([O:8][C:9]2[C:15]([F:16])=[CH:14][C:12]([NH2:13])=[CH:11][C:10]=2[F:17])[CH:5]=[CH:4][N:3]=1.[CH3:18][N:19]1[CH:23]=[C:22](B2OC(C)(C)C(C)(C)O2)[CH:21]=[N:20]1.P([O-])([O-])([O-])=O.[K+].[K+].[K+], predict the reaction product. The product is: [F:17][C:10]1[CH:11]=[C:12]([CH:14]=[C:15]([F:16])[C:9]=1[O:8][C:6]1[CH:5]=[CH:4][N:3]=[C:2]([C:22]2[CH:21]=[N:20][N:19]([CH3:18])[CH:23]=2)[CH:7]=1)[NH2:13]. (2) Given the reactants [OH:1][C:2]1[C:14]2[C:13]3[C:8](=[CH:9][CH:10]=[CH:11][CH:12]=3)[NH:7][C:6]=2[CH:5]=[CH:4][CH:3]=1.[CH2:15]([CH:17]1[O:19][CH2:18]1)Cl, predict the reaction product. The product is: [O:19]1[CH2:18][CH:17]1[CH2:15][O:1][C:2]1[C:14]2[C:13]3[C:8](=[CH:9][CH:10]=[CH:11][CH:12]=3)[NH:7][C:6]=2[CH:5]=[CH:4][CH:3]=1.